From a dataset of Reaction yield outcomes from USPTO patents with 853,638 reactions. Predict the reaction yield, written as a fraction of the theoretical maximum amount of product (1.0 means a 100% yield; for example, 0.34 means a 34% yield). (1) The yield is 0.850. The reactants are Cl[CH2:2][C:3]1[N:7]=[C:6]([C:8]2[CH:13]=[CH:12][CH:11]=[C:10]([Cl:14])[CH:9]=2)[O:5][N:4]=1.[Li+].[Br-:16].CC(=O)OCC. The catalyst is C1COCC1. The product is [Br:16][CH2:2][C:3]1[N:7]=[C:6]([C:8]2[CH:13]=[CH:12][CH:11]=[C:10]([Cl:14])[CH:9]=2)[O:5][N:4]=1. (2) The reactants are [CH3:1][O:2][C:3]1[CH:10]=[C:9]([O:11][CH3:12])[C:8]([C:13]2[N:14]=[N:15][NH:16][N:17]=2)=[CH:7][C:4]=1[CH:5]=O.[C:18]([C:21]1[CH:29]=[CH:28][C:24]([C:25]([OH:27])=[O:26])=[CH:23][CH:22]=1)(=[O:20])[CH3:19]. The catalyst is CC#N. The product is [CH3:1][O:2][C:3]1[CH:10]=[C:9]([O:11][CH3:12])[C:8]([C:13]2[N:14]=[N:15][NH:16][N:17]=2)=[CH:7][C:4]=1/[CH:5]=[CH:19]/[C:18]([C:21]1[CH:29]=[CH:28][C:24]([C:25]([OH:27])=[O:26])=[CH:23][CH:22]=1)=[O:20]. The yield is 0.190. (3) The reactants are [Br:1][C:2]1[C:7]([OH:8])=[CH:6][CH:5]=[CH:4][N:3]=1.I[CH2:10][CH3:11].C([O-])([O-])=O.[K+].[K+]. The catalyst is CN(C=O)C. The product is [Br:1][C:2]1[C:7]([O:8][CH2:10][CH3:11])=[CH:6][CH:5]=[CH:4][N:3]=1. The yield is 0.920. (4) The reactants are [H-].[H-].[H-].[H-].[Li+].[Al+3].[CH2:7]([C:11]([CH2:22][CH:23]([CH3:25])[CH3:24])([C:17](OCC)=[O:18])[C:12](OCC)=[O:13])[CH:8]([CH3:10])[CH3:9].Cl. The catalyst is C(OCC)C. The product is [CH2:7]([C:11]([CH2:22][CH:23]([CH3:25])[CH3:24])([CH2:12][OH:13])[CH2:17][OH:18])[CH:8]([CH3:10])[CH3:9]. The yield is 0.780. (5) The reactants are [NH2:1][C:2]1[CH:7]=[C:6]([OH:8])[C:5]([O:9][CH3:10])=[CH:4][C:3]=1[C:11]([N:13]1[CH2:17][CH2:16][CH2:15][C@H:14]1[CH2:18][OH:19])=[O:12].[C:20](O[C:20]([O:22][C:23]([CH3:26])([CH3:25])[CH3:24])=[O:21])([O:22][C:23]([CH3:26])([CH3:25])[CH3:24])=[O:21].[OH-].[Na+].CO. The catalyst is C1COCC1. The product is [OH:8][C:6]1[C:5]([O:9][CH3:10])=[CH:4][C:3]([C:11]([N:13]2[CH2:17][CH2:16][CH2:15][C@H:14]2[CH2:18][OH:19])=[O:12])=[C:2]([NH:1][C:20](=[O:21])[O:22][C:23]([CH3:26])([CH3:25])[CH3:24])[CH:7]=1. The yield is 0.890.